The task is: Predict the reactants needed to synthesize the given product.. This data is from Full USPTO retrosynthesis dataset with 1.9M reactions from patents (1976-2016). (1) Given the product [Cl:2][C:3]1[CH:4]=[C:5]([C:8]2[O:12][N:11]=[C:10]([C@H:13]3[CH2:18][CH2:17][CH2:16][N:15]([C:19]([C:20]4[CH:25]=[CH:24][N:23]=[CH:22][CH:21]=4)=[O:26])[CH2:14]3)[N:9]=2)[NH:6][CH:7]=1, predict the reactants needed to synthesize it. The reactants are: Cl.[Cl:2][C:3]1[CH:4]=[C:5]([C:8]2[O:12][N:11]=[C:10]([C@H:13]3[CH2:18][CH2:17][CH2:16][NH:15][CH2:14]3)[N:9]=2)[NH:6][CH:7]=1.[C:19](O)(=[O:26])[C:20]1[CH:25]=[CH:24][N:23]=[CH:22][CH:21]=1. (2) Given the product [N+:31]([C:34]1[CH:35]=[C:36]([CH:40]=[CH:41][CH:42]=1)[C:37]([NH:1][C:2]1[CH:3]=[CH:4][C:5]2[N:9]=[CH:8][N:7]([CH:10]([C:17]3[CH:18]=[CH:19][CH:20]=[CH:21][CH:22]=3)[CH2:11][C:12]([O:14][CH2:15][CH3:16])=[O:13])[C:6]=2[CH:23]=1)=[O:38])([O-:33])=[O:32], predict the reactants needed to synthesize it. The reactants are: [NH2:1][C:2]1[CH:3]=[CH:4][C:5]2[N:9]=[CH:8][N:7]([CH:10]([C:17]3[CH:22]=[CH:21][CH:20]=[CH:19][CH:18]=3)[CH2:11][C:12]([O:14][CH2:15][CH3:16])=[O:13])[C:6]=2[CH:23]=1.C(N(CC)CC)C.[N+:31]([C:34]1[CH:35]=[C:36]([CH:40]=[CH:41][CH:42]=1)[C:37](Cl)=[O:38])([O-:33])=[O:32].